Dataset: Reaction yield outcomes from USPTO patents with 853,638 reactions. Task: Predict the reaction yield, written as a fraction of the theoretical maximum amount of product (1.0 means a 100% yield; for example, 0.34 means a 34% yield). (1) The reactants are [C:1]([C:3]1[CH:8]=[CH:7][C:6]([NH:9][C:10](=[O:18])[CH2:11][CH:12]([CH3:17])[CH2:13][C:14](O)=[O:15])=[CH:5][CH:4]=1)#[N:2].B.C1COCC1.O. The catalyst is C1COCC1. The product is [C:1]([C:3]1[CH:4]=[CH:5][C:6]([NH:9][C:10](=[O:18])[CH2:11][CH:12]([CH3:17])[CH2:13][CH2:14][OH:15])=[CH:7][CH:8]=1)#[N:2]. The yield is 0.469. (2) The reactants are CON(C)[C:4]([CH2:6][C:7]1[N:8]=[CH:9][C:10]2[C:15]([CH:16]=1)=[CH:14][CH:13]=[CH:12][CH:11]=2)=O.[C:18]1([Mg]Br)C=[CH:22][CH:21]=[CH:20][CH:19]=1.[OH2:26]. The catalyst is C1COCC1. The yield is 0.770. The product is [C:6]([C:7]1[N:8]=[CH:9][C:10]2[C:15]([CH:16]=1)=[CH:14][CH:13]=[CH:12][CH:11]=2)(=[O:26])[C:4]1[CH:22]=[CH:21][CH:20]=[CH:19][CH:18]=1. (3) The reactants are [C:1]1([S:7]([CH2:10][C:11]#[N:12])(=[O:9])=[O:8])[CH:6]=[CH:5][CH:4]=[CH:3][CH:2]=1.[OH:13][C:14]1[CH:21]=[CH:20][C:17]([CH:18]=O)=[CH:16][CH:15]=1. The catalyst is CN(C=O)C.C1(C)C=CC=CC=1. The product is [C:1]1([S:7]([C:10](=[CH:18][C:17]2[CH:20]=[CH:21][C:14]([OH:13])=[CH:15][CH:16]=2)[C:11]#[N:12])(=[O:8])=[O:9])[CH:2]=[CH:3][CH:4]=[CH:5][CH:6]=1. The yield is 0.660. (4) The reactants are [C:1]([C:5]1[CH:6]=[C:7]([N:18]2[C:22](=[O:23])[CH:21]=[C:20]([C:24]3[C:33]4[C:28](=[CH:29][CH:30]=[CH:31][CH:32]=4)[C:27]([O:34][CH2:35][CH2:36][N:37]4[CH2:42][CH2:41][O:40][CH2:39][CH2:38]4)=[CH:26][CH:25]=3)[C:19]2=[O:43])[C:8]([O:16][CH3:17])=[C:9]([NH:11][S:12]([CH3:15])(=[O:14])=[O:13])[CH:10]=1)([CH3:4])([CH3:3])[CH3:2]. The catalyst is [Pd].C(O)C. The product is [C:1]([C:5]1[CH:6]=[C:7]([N:18]2[C:22](=[O:23])[CH2:21][CH:20]([C:24]3[C:33]4[C:28](=[CH:29][CH:30]=[CH:31][CH:32]=4)[C:27]([O:34][CH2:35][CH2:36][N:37]4[CH2:38][CH2:39][O:40][CH2:41][CH2:42]4)=[CH:26][CH:25]=3)[C:19]2=[O:43])[C:8]([O:16][CH3:17])=[C:9]([NH:11][S:12]([CH3:15])(=[O:13])=[O:14])[CH:10]=1)([CH3:4])([CH3:2])[CH3:3]. The yield is 1.00. (5) The reactants are C([O:3][C:4]([C:6]1[CH:10]=[CH:9][N:8]([CH:11]2[CH2:16][CH2:15][O:14][CH2:13][CH2:12]2)[N:7]=1)=[O:5])C.[OH-].[Na+]. The catalyst is C1COCC1.CO.CCOC(C)=O. The product is [O:14]1[CH2:15][CH2:16][CH:11]([N:8]2[CH:9]=[CH:10][C:6]([C:4]([OH:5])=[O:3])=[N:7]2)[CH2:12][CH2:13]1. The yield is 0.800. (6) The reactants are [Br:1][C:2]1[CH:9]=[CH:8][C:5]([CH:6]=O)=[CH:4][N:3]=1.[CH3:10][O:11][CH2:12][CH2:13][NH2:14].C(O[BH-](OC(=O)C)OC(=O)C)(=O)C.[Na+].[NH4+].[Cl-]. The catalyst is C(Cl)Cl.O. The product is [Br:1][C:2]1[N:3]=[CH:4][C:5]([CH2:6][NH:14][CH2:13][CH2:12][O:11][CH3:10])=[CH:8][CH:9]=1. The yield is 0.450. (7) The reactants are [N+:1]([C:4]1[CH:9]=[CH:8][C:7]([N:10]2[CH2:15][CH2:14][N:13]([C:16](=[O:18])[CH3:17])[CH2:12][CH2:11]2)=[CH:6][CH:5]=1)([O-])=O. The catalyst is CCO.[Pd]. The product is [NH2:1][C:4]1[CH:5]=[CH:6][C:7]([N:10]2[CH2:11][CH2:12][N:13]([C:16](=[O:18])[CH3:17])[CH2:14][CH2:15]2)=[CH:8][CH:9]=1. The yield is 0.960. (8) The reactants are [C:1]([C:4]1[CH:5]=[N:6][C:7]2[C:12]([C:13]=1[NH:14][C@H:15]1[CH2:20][CH2:19][C@H:18]([NH:21]C(=O)OC(C)(C)C)[CH2:17][CH2:16]1)=[CH:11][C:10]([C:29]1[CH:34]=[C:33]([F:35])[C:32]([OH:36])=[C:31]([F:37])[CH:30]=1)=[CH:9][CH:8]=2)(=[O:3])[CH3:2].C(O)(C(F)(F)F)=O. No catalyst specified. The product is [NH2:21][C@H:18]1[CH2:19][CH2:20][C@H:15]([NH:14][C:13]2[C:12]3[C:7](=[CH:8][CH:9]=[C:10]([C:29]4[CH:30]=[C:31]([F:37])[C:32]([OH:36])=[C:33]([F:35])[CH:34]=4)[CH:11]=3)[N:6]=[CH:5][C:4]=2[C:1](=[O:3])[CH3:2])[CH2:16][CH2:17]1. The yield is 0.590.